Regression. Given two drug SMILES strings and cell line genomic features, predict the synergy score measuring deviation from expected non-interaction effect. From a dataset of NCI-60 drug combinations with 297,098 pairs across 59 cell lines. (1) Drug 1: CC1OCC2C(O1)C(C(C(O2)OC3C4COC(=O)C4C(C5=CC6=C(C=C35)OCO6)C7=CC(=C(C(=C7)OC)O)OC)O)O. Drug 2: CN(CCCl)CCCl.Cl. Cell line: EKVX. Synergy scores: CSS=12.3, Synergy_ZIP=-3.96, Synergy_Bliss=-0.772, Synergy_Loewe=-3.01, Synergy_HSA=-0.0393. (2) Cell line: SF-295. Synergy scores: CSS=36.2, Synergy_ZIP=1.12, Synergy_Bliss=0.205, Synergy_Loewe=-6.63, Synergy_HSA=0.445. Drug 2: CC(C)(C#N)C1=CC(=CC(=C1)CN2C=NC=N2)C(C)(C)C#N. Drug 1: CC1=C(N=C(N=C1N)C(CC(=O)N)NCC(C(=O)N)N)C(=O)NC(C(C2=CN=CN2)OC3C(C(C(C(O3)CO)O)O)OC4C(C(C(C(O4)CO)O)OC(=O)N)O)C(=O)NC(C)C(C(C)C(=O)NC(C(C)O)C(=O)NCCC5=NC(=CS5)C6=NC(=CS6)C(=O)NCCC[S+](C)C)O.